This data is from Forward reaction prediction with 1.9M reactions from USPTO patents (1976-2016). The task is: Predict the product of the given reaction. The product is: [CH2:1]([C@H:8]1[N:13]([C:14]([C:16]2[N:17]=[CH:18][N:19]([C@H:27]3[CH2:32][CH2:31][CH2:30][CH2:29][C:28]3([CH2:43][C:44]([O:46][CH2:47][CH3:48])=[O:45])[OH:33])[C:20]=2[C:21]2[CH:26]=[CH:25][CH:24]=[CH:23][CH:22]=2)=[O:15])[CH2:12][CH2:11][N:10]([C:34]([O:36][C:37]([CH3:40])([CH3:39])[CH3:38])=[O:35])[CH2:9]1)[C:2]1[CH:7]=[CH:6][CH:5]=[CH:4][CH:3]=1. Given the reactants [CH2:1]([C@H:8]1[N:13]([C:14]([C:16]2[N:17]=[CH:18][N:19]([C@H:27]3[CH2:32][CH2:31][CH2:30][CH2:29][C:28]3=[O:33])[C:20]=2[C:21]2[CH:26]=[CH:25][CH:24]=[CH:23][CH:22]=2)=[O:15])[CH2:12][CH2:11][N:10]([C:34]([O:36][C:37]([CH3:40])([CH3:39])[CH3:38])=[O:35])[CH2:9]1)[C:2]1[CH:7]=[CH:6][CH:5]=[CH:4][CH:3]=1.Br[Zn][CH2:43][C:44]([O:46][CH2:47][CH3:48])=[O:45].O, predict the reaction product.